This data is from CYP2C9 inhibition data for predicting drug metabolism from PubChem BioAssay. The task is: Regression/Classification. Given a drug SMILES string, predict its absorption, distribution, metabolism, or excretion properties. Task type varies by dataset: regression for continuous measurements (e.g., permeability, clearance, half-life) or binary classification for categorical outcomes (e.g., BBB penetration, CYP inhibition). Dataset: cyp2c9_veith. (1) The compound is CCNC(=S)NNC(=O)c1cc(CC(C)C)nc2ccccc12. The result is 1 (inhibitor). (2) The drug is CCOC(=O)C1=NNC2(c3ccc(Cl)cc3)C(=O)N(c3cc(C)cc(C)c3)C(=O)C12. The result is 1 (inhibitor). (3) The compound is O=C(Nc1cccc(Cl)c1N1CCCC1)c1cccc(-c2cc3ccccc3oc2=O)c1. The result is 1 (inhibitor). (4) The drug is C#C[C@@]1(O)CC[C@@H]2[C@@H]3CCC4=CC(=O)CC[C@@]4(C)[C@H]3CC[C@]21C. The result is 0 (non-inhibitor).